This data is from NCI-60 drug combinations with 297,098 pairs across 59 cell lines. The task is: Regression. Given two drug SMILES strings and cell line genomic features, predict the synergy score measuring deviation from expected non-interaction effect. (1) Drug 1: CN(C)C1=NC(=NC(=N1)N(C)C)N(C)C. Drug 2: C(CN)CNCCSP(=O)(O)O. Cell line: ACHN. Synergy scores: CSS=-9.45, Synergy_ZIP=1.31, Synergy_Bliss=-3.32, Synergy_Loewe=-8.31, Synergy_HSA=-7.26. (2) Cell line: ACHN. Drug 1: CNC(=O)C1=CC=CC=C1SC2=CC3=C(C=C2)C(=NN3)C=CC4=CC=CC=N4. Synergy scores: CSS=7.87, Synergy_ZIP=0.327, Synergy_Bliss=2.50, Synergy_Loewe=-1.81, Synergy_HSA=1.31. Drug 2: CC12CCC(CC1=CCC3C2CCC4(C3CC=C4C5=CN=CC=C5)C)O. (3) Drug 1: C1=NC2=C(N1)C(=S)N=C(N2)N. Drug 2: C1=CN(C=N1)CC(O)(P(=O)(O)O)P(=O)(O)O. Cell line: HCT116. Synergy scores: CSS=51.1, Synergy_ZIP=2.65, Synergy_Bliss=6.80, Synergy_Loewe=-5.35, Synergy_HSA=9.65. (4) Drug 1: CNC(=O)C1=CC=CC=C1SC2=CC3=C(C=C2)C(=NN3)C=CC4=CC=CC=N4. Drug 2: C1=CC(=CC=C1CCC2=CNC3=C2C(=O)NC(=N3)N)C(=O)NC(CCC(=O)O)C(=O)O. Cell line: KM12. Synergy scores: CSS=34.0, Synergy_ZIP=5.42, Synergy_Bliss=11.2, Synergy_Loewe=10.2, Synergy_HSA=12.9. (5) Drug 1: C1=NC2=C(N=C(N=C2N1C3C(C(C(O3)CO)O)O)F)N. Drug 2: CN(CCCl)CCCl.Cl. Cell line: OVCAR-8. Synergy scores: CSS=17.5, Synergy_ZIP=-2.06, Synergy_Bliss=-0.125, Synergy_Loewe=-1.09, Synergy_HSA=0.0920. (6) Drug 1: CCN(CC)CCNC(=O)C1=C(NC(=C1C)C=C2C3=C(C=CC(=C3)F)NC2=O)C. Drug 2: C1=CN(C=N1)CC(O)(P(=O)(O)O)P(=O)(O)O. Cell line: UACC-257. Synergy scores: CSS=5.97, Synergy_ZIP=-3.32, Synergy_Bliss=-0.668, Synergy_Loewe=0.368, Synergy_HSA=0.515. (7) Drug 1: CC12CCC(CC1=CCC3C2CCC4(C3CC=C4C5=CN=CC=C5)C)O. Drug 2: C1CC(C1)(C(=O)O)C(=O)O.[NH2-].[NH2-].[Pt+2]. Cell line: OVCAR-5. Synergy scores: CSS=17.7, Synergy_ZIP=-3.10, Synergy_Bliss=2.94, Synergy_Loewe=2.38, Synergy_HSA=3.56. (8) Drug 1: CN1CCC(CC1)COC2=C(C=C3C(=C2)N=CN=C3NC4=C(C=C(C=C4)Br)F)OC. Drug 2: CCCCCOC(=O)NC1=NC(=O)N(C=C1F)C2C(C(C(O2)C)O)O. Cell line: CAKI-1. Synergy scores: CSS=24.1, Synergy_ZIP=-9.99, Synergy_Bliss=-6.93, Synergy_Loewe=-66.2, Synergy_HSA=-5.49. (9) Drug 1: C1CN1C2=NC(=NC(=N2)N3CC3)N4CC4. Cell line: A549. Synergy scores: CSS=63.4, Synergy_ZIP=1.37, Synergy_Bliss=2.85, Synergy_Loewe=-8.28, Synergy_HSA=4.25. Drug 2: CN(CC1=CN=C2C(=N1)C(=NC(=N2)N)N)C3=CC=C(C=C3)C(=O)NC(CCC(=O)O)C(=O)O.